Predict the reactants needed to synthesize the given product. From a dataset of Full USPTO retrosynthesis dataset with 1.9M reactions from patents (1976-2016). (1) Given the product [F:1][C:2]1[CH:3]=[CH:4][C:5]([N:8]2[C:16]3[C:11](=[CH:12][C:13]([O:17][C@H:18]([C:22]4[CH:23]=[CH:24][CH:25]=[CH:26][CH:27]=4)[C@@H:19]([NH:21][C:32](=[O:31])[CH2:33][OH:34])[CH3:20])=[CH:14][CH:15]=3)[CH:10]=[N:9]2)=[CH:6][CH:7]=1, predict the reactants needed to synthesize it. The reactants are: [F:1][C:2]1[CH:7]=[CH:6][C:5]([N:8]2[C:16]3[C:11](=[CH:12][C:13]([O:17][C@@H:18]([C:22]4[CH:27]=[CH:26][CH:25]=[CH:24][CH:23]=4)[C@H:19]([NH2:21])[CH3:20])=[CH:14][CH:15]=3)[CH:10]=[N:9]2)=[CH:4][CH:3]=1.C([O:31][CH2:32][C:33](Cl)=[O:34])(=O)C. (2) Given the product [Cl:17][C:18]1[CH:26]=[CH:25][CH:24]=[C:23]2[C:19]=1[C:20]1([C:31]3=[CH:32][C:33]4[O:37][CH2:36][O:35][C:34]=4[CH:38]=[C:30]3[O:29][CH2:28]1)[C:21](=[O:27])[N:22]2[CH2:7][C:4]1[S:3][C:2]([Cl:1])=[CH:6][CH:5]=1, predict the reactants needed to synthesize it. The reactants are: [Cl:1][C:2]1[S:3][C:4]([CH2:7]Cl)=[CH:5][CH:6]=1.BrCC1CCCCO1.[Cl:17][C:18]1[CH:26]=[CH:25][CH:24]=[C:23]2[C:19]=1[C:20]1([C:31]3=[CH:32][C:33]4[O:37][CH2:36][O:35][C:34]=4[CH:38]=[C:30]3[O:29][CH2:28]1)[C:21](=[O:27])[NH:22]2.